Binary Classification. Given a drug SMILES string, predict its activity (active/inactive) in a high-throughput screening assay against a specified biological target. From a dataset of HIV replication inhibition screening data with 41,000+ compounds from the AIDS Antiviral Screen. (1) The drug is CC1CC2C3CCC4=CC(=O)C=CC4(C)C3(F)C(O)CC2(C)C1(O)C(=O)CO.Cc1nnc(NS(=O)(=O)c2ccc(N=Nc3cc(N=Nc4ccc(S(=O)(=O)Nc5nnc(C)s5)cc4)c4c(NC(=O)C(Cl)Cl)cccc4c3OC(=O)C(Cl)Cl)cc2)s1. The result is 0 (inactive). (2) The molecule is C[SH+][Pt+2]1([PH](c2ccccc2)(c2ccccc2)c2ccccc2)[N+]23CCN4CCN5CCN(CC2)[PH-]5431. The result is 0 (inactive). (3) The compound is COc1cc(C=CC(=O)c2ccccc2)cc(OC)c1OC. The result is 0 (inactive). (4) The compound is CC1(C)CC(Br)(C(Br)c2ccccc2)C(=O)c2ccccc21. The result is 0 (inactive). (5) The compound is COc1ccc2c(c1)CCN=C2Cc1ccccc1CCCl.Cl. The result is 0 (inactive). (6) The drug is c1ccc(N=C(N2CCOCC2)N(CCN2CCOCC2)c2ccccc2)cc1. The result is 0 (inactive). (7) The result is 0 (inactive). The drug is Cc1cc(=O)n2c(nc3cc([N+](=O)[O-])ccc32)s1. (8) The compound is COc1cc(C(C#N)NNc2nc(C)cc(O)n2)cc(OC)c1OC. The result is 0 (inactive). (9) The molecule is CC(C)C(NC(=O)C(Cc1ccccc1)NC(=O)C1CCCC1NC(=O)C(Cc1ccc(OC(C)(C)C)cc1)NC(=O)OC(C)(C)C)C(N)=O. The result is 0 (inactive).